From a dataset of Catalyst prediction with 721,799 reactions and 888 catalyst types from USPTO. Predict which catalyst facilitates the given reaction. Reactant: Cl.[OH:2][CH2:3][C:4]([N:6]1[CH2:11][CH2:10][NH:9][CH2:8][CH2:7]1)=[O:5].[CH:12]([N:15]1[C:19]([C:20]2[CH:21]=[C:22]3[N:28]([N:29]=2)[C:27]2[CH:30]=[C:31]([CH:34]=O)[CH:32]=[CH:33][C:26]=2[O:25][CH2:24][CH2:23]3)=[N:18][CH:17]=[N:16]1)([CH3:14])[CH3:13]. Product: [OH:2][CH2:3][C:4]([N:6]1[CH2:11][CH2:10][N:9]([CH2:34][C:31]2[CH:32]=[CH:33][C:26]3[O:25][CH2:24][CH2:23][C:22]4[N:28]([N:29]=[C:20]([C:19]5[N:15]([CH:12]([CH3:14])[CH3:13])[N:16]=[CH:17][N:18]=5)[CH:21]=4)[C:27]=3[CH:30]=2)[CH2:8][CH2:7]1)=[O:5]. The catalyst class is: 27.